This data is from Forward reaction prediction with 1.9M reactions from USPTO patents (1976-2016). The task is: Predict the product of the given reaction. Given the reactants Br[C:2]1[N:7]=[CH:6][C:5]([C:8]2([NH:11][C:12]([C:14]3[C:15]4[CH:22]=[N:21][N:20]([C:23]5[CH:28]=[CH:27][C:26]([F:29])=[CH:25][CH:24]=5)[C:16]=4[CH:17]=[N:18][CH:19]=3)=[O:13])[CH2:10][CH2:9]2)=[CH:4][CH:3]=1.[CH3:30][NH2:31].C(O)C, predict the reaction product. The product is: [CH3:30][NH:31][C:2]1[N:7]=[CH:6][C:5]([C:8]2([NH:11][C:12]([C:14]3[C:15]4[CH:22]=[N:21][N:20]([C:23]5[CH:28]=[CH:27][C:26]([F:29])=[CH:25][CH:24]=5)[C:16]=4[CH:17]=[N:18][CH:19]=3)=[O:13])[CH2:10][CH2:9]2)=[CH:4][CH:3]=1.